This data is from Reaction yield outcomes from USPTO patents with 853,638 reactions. The task is: Predict the reaction yield, written as a fraction of the theoretical maximum amount of product (1.0 means a 100% yield; for example, 0.34 means a 34% yield). The reactants are [CH3:1][C:2]1[CH2:7][CH2:6][CH2:5][C:4]([CH3:9])([CH3:8])[C:3]=1[CH2:10][OH:11].[CH:12]1[C:17](O)=[CH:16][CH:15]=[CH:14][C:13]=1[CH3:19].C1(P(C2C=CC=CC=2)C2C=CC=CC=2)C=CC=CC=1.N(C(OCC)=O)=NC(OCC)=O. The catalyst is O1CCCC1. The product is [CH3:19][C:13]1[CH:14]=[CH:15][CH:16]=[C:17]([O:11][CH2:10][C:3]2[C:4]([CH3:8])([CH3:9])[CH2:5][CH2:6][CH2:7][C:2]=2[CH3:1])[CH:12]=1. The yield is 0.130.